Dataset: Forward reaction prediction with 1.9M reactions from USPTO patents (1976-2016). Task: Predict the product of the given reaction. Given the reactants [BH4-].[Na+].[Si:3]([O:10][CH2:11][CH2:12][C:13]1[S:17][C:16]([CH:18]=[O:19])=[CH:15][CH:14]=1)([C:6]([CH3:9])([CH3:8])[CH3:7])([CH3:5])[CH3:4], predict the reaction product. The product is: [Si:3]([O:10][CH2:11][CH2:12][C:13]1[S:17][C:16]([CH2:18][OH:19])=[CH:15][CH:14]=1)([C:6]([CH3:8])([CH3:9])[CH3:7])([CH3:5])[CH3:4].